Predict the reactants needed to synthesize the given product. From a dataset of Full USPTO retrosynthesis dataset with 1.9M reactions from patents (1976-2016). (1) The reactants are: Cl.[CH2:2]([O:9][C:10]1[CH:17]=[CH:16][C:13]([CH2:14][NH2:15])=[CH:12][CH:11]=1)[C:3]1[CH:8]=[CH:7][CH:6]=[CH:5][CH:4]=1.C([O-])(O)=O.[Na+].[C:23](O[C:23]([O:25][C:26]([CH3:29])([CH3:28])[CH3:27])=[O:24])([O:25][C:26]([CH3:29])([CH3:28])[CH3:27])=[O:24]. Given the product [CH2:2]([O:9][C:10]1[CH:11]=[CH:12][C:13]([CH2:14][NH:15][C:23](=[O:24])[O:25][C:26]([CH3:29])([CH3:28])[CH3:27])=[CH:16][CH:17]=1)[C:3]1[CH:4]=[CH:5][CH:6]=[CH:7][CH:8]=1, predict the reactants needed to synthesize it. (2) Given the product [F:39][C:2]([CH3:32])([CH3:31])[CH:3]=[CH:4][C:5]([N:7]1[CH2:12][CH2:11][N:10]([C:13]2[C:22]3[C:17](=[CH:18][C:19]([CH3:23])=[CH:20][CH:21]=3)[N:16]=[C:15]([C:24]3[CH:29]=[CH:28][CH:27]=[CH:26][C:25]=3[OH:30])[N:14]=2)[CH2:9][CH2:8]1)=[O:6], predict the reactants needed to synthesize it. The reactants are: O[C:2]([CH3:32])([CH3:31])[CH:3]=[CH:4][C:5]([N:7]1[CH2:12][CH2:11][N:10]([C:13]2[C:22]3[C:17](=[CH:18][C:19]([CH3:23])=[CH:20][CH:21]=3)[N:16]=[C:15]([C:24]3[CH:29]=[CH:28][CH:27]=[CH:26][C:25]=3[OH:30])[N:14]=2)[CH2:9][CH2:8]1)=[O:6].C(N(S(F)(F)[F:39])CC)C. (3) Given the product [P:35]([O:23][CH2:22][C@H:21]1[O:24][C@@H:18]([N:17]2[CH:25]=[C:13]([CH2:12][C:11]#[C:10][CH2:9][O:8][CH2:7][CH2:6][NH:5][C:3](=[O:4])[C:2]([F:28])([F:1])[F:29])[C:14](=[O:27])[NH:15][C:16]2=[O:26])[CH2:19][CH2:20]1)([OH:39])([OH:37])=[O:36], predict the reactants needed to synthesize it. The reactants are: [F:1][C:2]([F:29])([F:28])[C:3]([NH:5][CH2:6][CH2:7][O:8][CH2:9][C:10]#[C:11][CH2:12][C:13]1[C:14](=[O:27])[NH:15][C:16](=[O:26])[N:17]([CH:25]=1)[C@@H:18]1[O:24][C@H:21]([CH2:22][OH:23])[CH2:20][CH2:19]1)=[O:4].O=P(Cl)(Cl)Cl.[P:35](OC)([O:39]C)([O:37]C)=[O:36]. (4) Given the product [Cl:15][C:12]1[CH:13]=[CH:14][C:9]([O:8][CH2:7][C:6]([OH:5])=[O:18])=[C:10]([C:16]#[C:17][C:22]2[CH:23]=[C:24]([S:26]([CH2:29][CH:30]([CH3:31])[CH3:32])(=[O:27])=[O:28])[CH:25]=[CH:20][C:21]=2[CH3:33])[CH:11]=1, predict the reactants needed to synthesize it. The reactants are: C([O:5][C:6](=[O:18])[CH2:7][O:8][C:9]1[CH:14]=[CH:13][C:12]([Cl:15])=[CH:11][C:10]=1[C:16]#[CH:17])(C)(C)C.Br[C:20]1[CH:25]=[C:24]([S:26]([CH2:29][CH:30]([CH3:32])[CH3:31])(=[O:28])=[O:27])[CH:23]=[CH:22][C:21]=1[CH3:33]. (5) Given the product [CH3:31][C:32]1[C:37]([CH3:38])=[CH:36][CH:35]=[CH:34][C:33]=1[C:7]1[C:12]2[O:13][CH:14]([CH2:17][O:18][S:19]([C:22]3[CH:23]=[CH:24][C:25]([CH3:28])=[CH:26][CH:27]=3)(=[O:20])=[O:21])[CH2:15][O:16][C:11]=2[CH:10]=[CH:9][CH:8]=1, predict the reactants needed to synthesize it. The reactants are: FC(F)(F)S(O[C:7]1[C:12]2[O:13][CH:14]([CH2:17][O:18][S:19]([C:22]3[CH:27]=[CH:26][C:25]([CH3:28])=[CH:24][CH:23]=3)(=[O:21])=[O:20])[CH2:15][O:16][C:11]=2[CH:10]=[CH:9][CH:8]=1)(=O)=O.[CH3:31][C:32]1[C:37]([CH3:38])=[CH:36][CH:35]=[CH:34][C:33]=1B(O)O. (6) Given the product [CH3:45][O:46][C:47]1[CH:54]=[CH:53][C:50]([CH:51]([NH:13][C:10]2[CH:11]=[CH:12][C:7]([C:4]3[N:3]=[C:2]([CH3:1])[O:6][N:5]=3)=[CH:8][CH:9]=2)[C:43]#[N:44])=[CH:49][C:48]=1[O:55][Si:56]([CH:57]([CH3:58])[CH3:59])([CH:63]([CH3:64])[CH3:65])[CH:60]([CH3:61])[CH3:62], predict the reactants needed to synthesize it. The reactants are: [CH3:1][C:2]1[O:6][N:5]=[C:4]([C:7]2[CH:12]=[CH:11][C:10]([NH2:13])=[CH:9][CH:8]=2)[N:3]=1.C(S([O-])(=O)=O)(F)(F)F.C(S([O-])(=O)=O)(F)(F)F.C(S([O-])(=O)=O)(F)(F)F.[Yb+3].C[Si]([C:43]#[N:44])(C)C.[CH3:45][O:46][C:47]1[CH:54]=[CH:53][C:50]([CH:51]=O)=[CH:49][C:48]=1[O:55][Si:56]([CH:63]([CH3:65])[CH3:64])([CH:60]([CH3:62])[CH3:61])[CH:57]([CH3:59])[CH3:58]. (7) Given the product [CH3:20][O:19][C:18](=[O:27])[C@@H:13]([NH2:14])[CH2:12][C:9]1[CH:8]=[C:7]([C:5]2[S:6][C:2]([Cl:1])=[CH:3][CH:4]=2)[O:11][N:10]=1, predict the reactants needed to synthesize it. The reactants are: [Cl:1][C:2]1[S:6][C:5]([C:7]2[O:11][N:10]=[C:9]([CH2:12][C@H:13]3[C:18]([O:19][CH3:20])=N[C@H](C(C)C)C(OC)=[N:14]3)[CH:8]=2)=[CH:4][CH:3]=1.C(O)(C(F)(F)F)=[O:27].C([O-])(O)=O.[Na+]. (8) Given the product [N:29]1[C:30]2[C:35](=[CH:34][CH:33]=[CH:32][CH:31]=2)[C:26]([CH2:25][O:21][C:16]2[CH:17]=[CH:18][CH:19]=[CH:20][C:15]=2[C:13]2[O:14][C:10]([NH:9][C:5]3[CH:6]=[CH:7][CH:8]=[C:3]([C:2]([F:22])([F:1])[F:23])[CH:4]=3)=[N:11][N:12]=2)=[CH:27][CH:28]=1, predict the reactants needed to synthesize it. The reactants are: [F:1][C:2]([F:23])([F:22])[C:3]1[CH:4]=[C:5]([NH:9][C:10]2[O:14][C:13]([C:15]3[CH:20]=[CH:19][CH:18]=[CH:17][C:16]=3[OH:21])=[N:12][N:11]=2)[CH:6]=[CH:7][CH:8]=1.Cl[CH2:25][C:26]1[C:35]2[C:30](=[CH:31][CH:32]=[CH:33][CH:34]=2)[N:29]=[CH:28][CH:27]=1.C(=O)([O-])[O-].[K+].[K+]. (9) Given the product [C:1]([O:5][C:6]([N:8]1[CH2:13][CH2:12][C:11]([NH:14][C:15](=[O:20])[C:16]([F:18])([F:19])[F:17])([CH2:21][NH:22][C:31](=[O:32])[C:30]([F:41])([F:40])[F:29])[CH2:10][CH2:9]1)=[O:7])([CH3:4])([CH3:3])[CH3:2], predict the reactants needed to synthesize it. The reactants are: [C:1]([O:5][C:6]([N:8]1[CH2:13][CH2:12][C:11]([CH2:21][NH2:22])([NH:14][C:15](=[O:20])[C:16]([F:19])([F:18])[F:17])[CH2:10][CH2:9]1)=[O:7])([CH3:4])([CH3:3])[CH3:2].N1C=CC=CC=1.[F:29][C:30]([F:41])([F:40])[C:31](O[C:31](=[O:32])[C:30]([F:41])([F:40])[F:29])=[O:32].